This data is from Aqueous solubility values for 9,982 compounds from the AqSolDB database. The task is: Regression/Classification. Given a drug SMILES string, predict its absorption, distribution, metabolism, or excretion properties. Task type varies by dataset: regression for continuous measurements (e.g., permeability, clearance, half-life) or binary classification for categorical outcomes (e.g., BBB penetration, CYP inhibition). For this dataset (solubility_aqsoldb), we predict Y. (1) The molecule is CCCCCCC(=O)O. The Y is -1.66 log mol/L. (2) The drug is C=CC(C)(O)CC/C=C(\C)CCC=C(C)C. The Y is -3.99 log mol/L. (3) The molecule is N#CCCN(CCOC(=O)c1ccccc1)c1ccc(N=Nc2ccc([N+](=O)[O-])cc2)cc1. The Y is -7.17 log mol/L. (4) The molecule is NC(=O)COC(=O)c1ccccc1. The Y is -1.64 log mol/L.